From a dataset of M1 muscarinic receptor antagonist screen with 61,756 compounds. Binary Classification. Given a drug SMILES string, predict its activity (active/inactive) in a high-throughput screening assay against a specified biological target. (1) The drug is O=C(Nc1cc(ccc1)C)CN1CCN(CC1)CC(=O)Nc1cc(ccc1)C. The result is 0 (inactive). (2) The drug is Brc1ccc(C2=Nn3c(nnc3SC2)c2cc(ccc2)C)cc1. The result is 0 (inactive).